Task: Predict the reactants needed to synthesize the given product.. Dataset: Full USPTO retrosynthesis dataset with 1.9M reactions from patents (1976-2016) (1) Given the product [CH3:4][C:5]1[CH:6]=[N:7][C:8]([CH2:14][S+:15]([O-:27])[C:16]2[N-:17][C:18]3[CH:19]=[CH:20][C:21]([O:25][CH3:26])=[CH:22][C:23]=3[N:24]=2)=[C:9]([CH3:13])[C:10]=1[O:11][CH3:12].[Na+:2], predict the reactants needed to synthesize it. The reactants are: [OH-].[Na+:2].O.[CH3:4][C:5]1[CH:6]=[N:7][C:8]([CH2:14][S+:15]([O-:27])[C:16]2[NH:17][C:18]3[CH:19]=[CH:20][C:21]([O:25][CH3:26])=[CH:22][C:23]=3[N:24]=2)=[C:9]([CH3:13])[C:10]=1[O:11][CH3:12]. (2) Given the product [CH3:11][O:12][C:13]1[CH:14]=[C:7]2[C:16](=[CH:23][CH:24]=1)[NH:17][C:18]([CH3:26])=[C:4]([C:3]([O:9][CH3:10])=[O:8])[C:5]2=[O:6], predict the reactants needed to synthesize it. The reactants are: [H-].[Na+].[C:3]([O:9][CH3:10])(=[O:8])[CH2:4][C:5]([CH3:7])=[O:6].[CH3:11][O:12][C:13]1[CH:24]=[CH:23][C:16]2[NH:17][C:18](=O)OC(=O)C=2[CH:14]=1.O.[CH3:26]C(N(C)C)=O. (3) Given the product [NH2:31][C@H:10]([CH2:9][O:8][CH2:1][C:2]1[CH:3]=[CH:4][CH:5]=[CH:6][CH:7]=1)[C:11]([N:13]1[CH2:30][CH2:29][CH2:28][C:15]2([C:19](=[O:20])[N:18]([CH3:21])[CH2:17][CH:16]2[C:22]2[CH:27]=[CH:26][CH:25]=[CH:24][CH:23]=2)[CH2:14]1)=[O:12], predict the reactants needed to synthesize it. The reactants are: [CH2:1]([O:8][CH2:9][C@@H:10]([NH:31]C(=O)OC(C)(C)C)[C:11]([N:13]1[CH2:30][CH2:29][CH2:28][C:15]2([C:19](=[O:20])[N:18]([CH3:21])[CH2:17][CH:16]2[C:22]2[CH:27]=[CH:26][CH:25]=[CH:24][CH:23]=2)[CH2:14]1)=[O:12])[C:2]1[CH:7]=[CH:6][CH:5]=[CH:4][CH:3]=1.C(O)(C(F)(F)F)=O.